This data is from Forward reaction prediction with 1.9M reactions from USPTO patents (1976-2016). The task is: Predict the product of the given reaction. (1) Given the reactants Cl[C:2]1[CH:7]=[CH:6][C:5]([N+:8]([O-:10])=[O:9])=[CH:4][C:3]=1[O:11][CH3:12].[CH3:13][C:14]1[N:15]=[CH:16][NH:17][CH:18]=1.[OH-].[K+], predict the reaction product. The product is: [CH3:12][O:11][C:3]1[CH:4]=[C:5]([N+:8]([O-:10])=[O:9])[CH:6]=[CH:7][C:2]=1[N:17]1[CH:18]=[C:14]([CH3:13])[N:15]=[CH:16]1. (2) Given the reactants [CH3:1][O-].[Na+].[N:4]#[C:5][NH2:6].[N:7]([C:10]1[CH:11]=[C:12]([NH:16][S:17]([CH3:20])(=[O:19])=[O:18])[CH:13]=[CH:14][CH:15]=1)=[C:8]=[S:9].CI, predict the reaction product. The product is: [NH:4]([N:7]([CH2:8][S:9][CH3:1])[C:10]1[CH:11]=[C:12]([NH:16][S:17]([CH3:20])(=[O:19])=[O:18])[CH:13]=[CH:14][CH:15]=1)[C:5]#[N:6]. (3) Given the reactants [Cl:1][C:2]1[CH:3]=[N:4][C:5]2[N:6]([N:8]=[C:9]([C:11]([OH:13])=O)[CH:10]=2)[CH:7]=1.[CH:14]([CH:17]1[C:26]2[C:21](=[CH:22][CH:23]=[CH:24][CH:25]=2)[CH2:20][CH2:19][NH:18]1)([CH3:16])[CH3:15], predict the reaction product. The product is: [Cl:1][C:2]1[CH:3]=[N:4][C:5]2[N:6]([N:8]=[C:9]([C:11]([N:18]3[CH2:19][CH2:20][C:21]4[C:26](=[CH:25][CH:24]=[CH:23][CH:22]=4)[CH:17]3[CH:14]([CH3:16])[CH3:15])=[O:13])[CH:10]=2)[CH:7]=1. (4) Given the reactants [NH2:1][C@@H:2]1[CH2:7][CH2:6][C@H:5]([NH:8][C:9]([C:11]2[C:15]3[N:16]=[CH:17][N:18]=[C:19]([C:20]4[CH:25]=[CH:24][C:23]([O:26][CH3:27])=[CH:22][C:21]=4[O:28][CH2:29][CH:30]4[CH2:32][CH2:31]4)[C:14]=3[NH:13][CH:12]=2)=[O:10])[CH2:4][CH2:3]1.[CH3:33][O:34][CH2:35][C:36](Cl)=[O:37], predict the reaction product. The product is: [CH3:33][O:34][CH2:35][C:36]([NH:1][C@@H:2]1[CH2:7][CH2:6][C@H:5]([NH:8][C:9]([C:11]2[C:15]3[N:16]=[CH:17][N:18]=[C:19]([C:20]4[CH:25]=[CH:24][C:23]([O:26][CH3:27])=[CH:22][C:21]=4[O:28][CH2:29][CH:30]4[CH2:31][CH2:32]4)[C:14]=3[NH:13][CH:12]=2)=[O:10])[CH2:4][CH2:3]1)=[O:37]. (5) Given the reactants [C:1]1(P(C2C=CC=CC=2)C2C=CC=CC=2)C=CC=C[CH:2]=1.[Cl-].[Li+].[F:22][C:23]1[CH:28]=[CH:27][C:26]([N+:29]([O-:31])=[O:30])=[CH:25][C:24]=1[CH:32]([CH3:35])[CH:33]=[O:34].[CH2:36](O)C=C.C(N(CC)CC)C.C(B(CC)CC)C, predict the reaction product. The product is: [F:22][C:23]1[CH:28]=[CH:27][C:26]([N+:29]([O-:31])=[O:30])=[CH:25][C:24]=1[C:32]([CH3:36])([CH2:35][CH:1]=[CH2:2])[CH:33]=[O:34]. (6) Given the reactants Cl.[NH2:2][C@@H:3]([C:12]([OH:14])=[O:13])[CH2:4][CH2:5][C:6]1[CH:11]=[CH:10][CH:9]=[CH:8][CH:7]=1.[CH2:15](O)[C:16]1[CH:21]=[CH:20][CH:19]=[CH:18][CH:17]=1.O.[C:24]1([CH3:34])[CH:29]=[CH:28][C:27]([S:30]([OH:33])(=[O:32])=[O:31])=[CH:26][CH:25]=1, predict the reaction product. The product is: [S:30]([C:27]1[CH:28]=[CH:29][C:24]([CH3:34])=[CH:25][CH:26]=1)([OH:33])(=[O:32])=[O:31].[CH2:15]([O:13][C:12](=[O:14])[C@@H:3]([CH2:4][CH2:5][C:6]1[CH:7]=[CH:8][CH:9]=[CH:10][CH:11]=1)[NH2:2])[C:16]1[CH:21]=[CH:20][CH:19]=[CH:18][CH:17]=1.